This data is from Reaction yield outcomes from USPTO patents with 853,638 reactions. The task is: Predict the reaction yield, written as a fraction of the theoretical maximum amount of product (1.0 means a 100% yield; for example, 0.34 means a 34% yield). (1) The reactants are [OH:1][C@@:2]1([C:9]#[C:10][C:11]2[CH:12]=[C:13]([N:17]3[C:25]4[CH2:24][CH2:23][N:22]([CH:26]5[CH2:29][O:28][CH2:27]5)[CH2:21][C:20]=4[C:19]([C:30]([O:32]C)=O)=[N:18]3)[CH:14]=[CH:15][CH:16]=2)[CH2:6][CH2:5][N:4]([CH3:7])[C:3]1=[O:8].[NH3:34]. The catalyst is CO. The product is [OH:1][C@@:2]1([C:9]#[C:10][C:11]2[CH:12]=[C:13]([N:17]3[C:25]4[CH2:24][CH2:23][N:22]([CH:26]5[CH2:27][O:28][CH2:29]5)[CH2:21][C:20]=4[C:19]([C:30]([NH2:34])=[O:32])=[N:18]3)[CH:14]=[CH:15][CH:16]=2)[CH2:6][CH2:5][N:4]([CH3:7])[C:3]1=[O:8]. The yield is 0.110. (2) The reactants are [CH3:1][C:2]1[CH:7]=[CH:6][C:5]([CH3:8])=[CH:4][C:3]=1[OH:9].[C:10]([O:13]CC)(=[O:12])C.CCC[CH2:19][CH2:20][CH3:21]. No catalyst specified. The product is [CH3:1][C:2]1[CH:7]=[CH:6][C:5]([CH3:8])=[CH:4][C:3]=1[O:9][C:20]([CH3:19])([CH3:21])[C:10]([OH:13])=[O:12]. The yield is 0.570. (3) The reactants are [BH4-].[Li+].[Cl:3][C:4]1[CH:5]=[CH:6][C:7]([C:27](OC)=[O:28])=[C:8]2[C:12]=1[N:11]=[C:10]1[N:13]([C:17]3[C:18]([CH3:26])=[N:19][C:20]([N:23]([CH3:25])[CH3:24])=[CH:21][CH:22]=3)[CH2:14][CH2:15][CH2:16][N:9]21. The catalyst is O1CCCC1. The product is [Cl:3][C:4]1[C:12]2[N:11]=[C:10]3[N:13]([C:17]4[C:18]([CH3:26])=[N:19][C:20]([N:23]([CH3:25])[CH3:24])=[CH:21][CH:22]=4)[CH2:14][CH2:15][CH2:16][N:9]3[C:8]=2[C:7]([CH2:27][OH:28])=[CH:6][CH:5]=1. The yield is 1.00. (4) The reactants are [C:1](Cl)(=[O:3])[CH3:2].[Cl:5][C:6]1[CH:7]=[CH:8][C:9]2[N:15]([CH2:16][C:17]([CH3:21])([CH3:20])[CH2:18][OH:19])[C:14](=[O:22])[C@@H:13]([CH2:23][C:24]([NH:26][C:27]3[CH:28]=[C:29]([CH:33]=[CH:34][C:35]=3[CH3:36])[C:30]([OH:32])=[O:31])=[O:25])[O:12][C@H:11]([C:37]3[CH:42]=[CH:41][CH:40]=[C:39]([O:43][CH3:44])[C:38]=3[O:45][CH3:46])[C:10]=2[CH:47]=1.N1C=CC=CC=1.C(OCC)(=O)C. The catalyst is O. The product is [C:1]([O:19][CH2:18][C:17]([CH3:20])([CH3:21])[CH2:16][N:15]1[C:9]2[CH:8]=[CH:7][C:6]([Cl:5])=[CH:47][C:10]=2[C@@H:11]([C:37]2[CH:42]=[CH:41][CH:40]=[C:39]([O:43][CH3:44])[C:38]=2[O:45][CH3:46])[O:12][C@H:13]([CH2:23][C:24]([NH:26][C:27]2[CH:28]=[C:29]([CH:33]=[CH:34][C:35]=2[CH3:36])[C:30]([OH:32])=[O:31])=[O:25])[C:14]1=[O:22])(=[O:3])[CH3:2]. The yield is 0.870. (5) The reactants are [C:1]([O:5][C:6]([NH:8][C:9]1([C:13]2[CH:18]=[CH:17][C:16]([C:19]3[O:27][C:26]4[C:25]([C:28]([O:30]C)=[O:29])=[CH:24][N:23]([CH3:32])[C:22](=[O:33])[C:21]=4[C:20]=3[C:34]3[CH:39]=[CH:38][CH:37]=[CH:36][CH:35]=3)=[CH:15][CH:14]=2)[CH2:12][CH2:11][CH2:10]1)=[O:7])([CH3:4])([CH3:3])[CH3:2].[OH-].[Na+]. The catalyst is O1CCOCC1.Cl. The product is [C:1]([O:5][C:6]([NH:8][C:9]1([C:13]2[CH:14]=[CH:15][C:16]([C:19]3[O:27][C:26]4[C:25]([C:28]([OH:30])=[O:29])=[CH:24][N:23]([CH3:32])[C:22](=[O:33])[C:21]=4[C:20]=3[C:34]3[CH:35]=[CH:36][CH:37]=[CH:38][CH:39]=3)=[CH:17][CH:18]=2)[CH2:10][CH2:11][CH2:12]1)=[O:7])([CH3:4])([CH3:2])[CH3:3]. The yield is 0.900. (6) The reactants are [NH2:1][C:2]1[CH:7]=[CH:6][C:5]([O:8][C:9]2[CH:14]=[CH:13][CH:12]=[CH:11][CH:10]=2)=[CH:4][C:3]=1[S:15]([NH2:18])(=[O:17])=[O:16].[Br:19][C:20]1[CH:21]=[C:22]([S:26](Cl)(=[O:28])=[O:27])[CH:23]=[CH:24][CH:25]=1. The yield is 0.720. The catalyst is N1C=CC=CC=1. The product is [Br:19][C:20]1[CH:21]=[C:22]([S:26]([NH:1][C:2]2[CH:7]=[CH:6][C:5]([O:8][C:9]3[CH:10]=[CH:11][CH:12]=[CH:13][CH:14]=3)=[CH:4][C:3]=2[S:15]([NH2:18])(=[O:16])=[O:17])(=[O:28])=[O:27])[CH:23]=[CH:24][CH:25]=1. (7) The reactants are Br[C:2]1[CH:3]=[C:4]([N:24]([CH2:31][CH3:32])[CH:25]2[CH2:30][CH2:29][O:28][CH2:27][CH2:26]2)[C:5]([CH3:23])=[C:6]([CH:22]=1)[C:7]([NH:9][CH2:10][C:11]1[C:12](=[O:21])[NH:13][C:14]([CH3:20])=[CH:15][C:16]=1[CH:17]([CH3:19])[CH3:18])=[O:8].[C:33]([O:37][C:38](=[O:61])[NH:39][CH:40]1[CH2:45][CH2:44][N:43]([C:46]2[CH:51]=[CH:50][C:49](B3OC(C)(C)C(C)(C)O3)=[CH:48][N:47]=2)[CH2:42][CH2:41]1)([CH3:36])([CH3:35])[CH3:34].C([O-])([O-])=O.[Na+].[Na+]. The product is [C:33]([O:37][C:38](=[O:61])[NH:39][CH:40]1[CH2:41][CH2:42][N:43]([C:46]2[CH:51]=[CH:50][C:49]([C:2]3[CH:22]=[C:6]([C:7](=[O:8])[NH:9][CH2:10][C:11]4[C:12](=[O:21])[NH:13][C:14]([CH3:20])=[CH:15][C:16]=4[CH:17]([CH3:19])[CH3:18])[C:5]([CH3:23])=[C:4]([N:24]([CH2:31][CH3:32])[CH:25]4[CH2:30][CH2:29][O:28][CH2:27][CH2:26]4)[CH:3]=3)=[CH:48][N:47]=2)[CH2:44][CH2:45]1)([CH3:36])([CH3:34])[CH3:35]. The yield is 0.630. The catalyst is O1CCOCC1.C1C=CC([P]([Pd]([P](C2C=CC=CC=2)(C2C=CC=CC=2)C2C=CC=CC=2)([P](C2C=CC=CC=2)(C2C=CC=CC=2)C2C=CC=CC=2)[P](C2C=CC=CC=2)(C2C=CC=CC=2)C2C=CC=CC=2)(C2C=CC=CC=2)C2C=CC=CC=2)=CC=1. (8) The catalyst is C1COCC1. The product is [Br:21][C:10]1[C:9]([CH3:20])=[C:8]([C:5]2[CH:6]=[CH:7][C:2]([Cl:1])=[CH:3][CH:4]=2)[N:12]([CH3:13])[C:11]=1[C:14](=[O:19])[CH2:15][CH:16]1[CH2:17][CH2:18]1. The yield is 0.890. The reactants are [Cl:1][C:2]1[CH:7]=[CH:6][C:5]([C:8]2[N:12]([CH3:13])[C:11]([C:14](=[O:19])[CH2:15][CH:16]3[CH2:18][CH2:17]3)=[CH:10][C:9]=2[CH3:20])=[CH:4][CH:3]=1.[Br:21]N1C(=O)CCC1=O.